Dataset: Reaction yield outcomes from USPTO patents with 853,638 reactions. Task: Predict the reaction yield, written as a fraction of the theoretical maximum amount of product (1.0 means a 100% yield; for example, 0.34 means a 34% yield). (1) The reactants are [CH3:1][O:2][CH2:3][CH:4]1[C@@H:6]([CH2:7][OH:8])[C:5]1([CH3:21])[C:9]1[CH:14]=[C:13]([CH:15]([CH3:17])[CH3:16])[CH:12]=[C:11]([CH:18]([CH3:20])[CH3:19])[CH:10]=1.C([SiH2]OC(C)(C)C1[C@H](CO)C1(C1C=C(C(C)C)C=C(C(C)C)C=1)C)(C)(C)C. No catalyst specified. The product is [CH3:1][O:2][CH2:3][CH:4]1[C@H:6]([CH2:7][OH:8])[C:5]1([CH3:21])[C:9]1[CH:10]=[C:11]([CH:18]([CH3:19])[CH3:20])[CH:12]=[C:13]([CH:15]([CH3:17])[CH3:16])[CH:14]=1. The yield is 0.480. (2) The reactants are CO/N=[C:4](\[CH2:10][C:11](=O)[CH3:12])/[C:5]([O:7][CH2:8][CH3:9])=[O:6].Cl.[CH:15]1([NH:21][NH2:22])[CH2:20][CH2:19][CH2:18][CH2:17][CH2:16]1. The catalyst is C(O)C. The product is [CH:15]1([N:21]2[C:4]([C:5]([O:7][CH2:8][CH3:9])=[O:6])=[CH:10][C:11]([CH3:12])=[N:22]2)[CH2:20][CH2:19][CH2:18][CH2:17][CH2:16]1. The yield is 0.790. (3) The reactants are Cl[C:2]1[CH:11]=[C:10]([C:12]2[CH:17]=[CH:16][CH:15]=[CH:14][C:13]=2[CH3:18])[C:5]([C:6]([NH:8][CH3:9])=[O:7])=[CH:4][N:3]=1.[NH:19]1[CH2:24][CH2:23][O:22][CH2:21][CH2:20]1.C(N(C(C)C)C(C)C)C. The catalyst is CN(C1C=CN=CC=1)C.C(OCC)(=O)C. The product is [CH3:9][NH:8][C:6](=[O:7])[C:5]1[C:10]([C:12]2[CH:17]=[CH:16][CH:15]=[CH:14][C:13]=2[CH3:18])=[CH:11][C:2]([N:19]2[CH2:24][CH2:23][O:22][CH2:21][CH2:20]2)=[N:3][CH:4]=1. The yield is 0.929. (4) The reactants are C([O:3][C:4](=[O:19])[CH:5]([O:16][CH2:17][CH3:18])[CH2:6][C:7]1[CH:8]=[C:9]2[C:13](=[CH:14][CH:15]=1)[NH:12][CH:11]=[CH:10]2)C.Cl[CH2:21][C:22]1[N:23]=[C:24]([C:28]2[CH:33]=[CH:32][CH:31]=[CH:30][CH:29]=2)[O:25][C:26]=1[CH3:27]. No catalyst specified. The product is [CH2:17]([O:16][CH:5]([CH2:6][C:7]1[CH:8]=[C:9]2[C:13](=[CH:14][CH:15]=1)[N:12]([CH2:21][C:22]1[N:23]=[C:24]([C:28]3[CH:33]=[CH:32][CH:31]=[CH:30][CH:29]=3)[O:25][C:26]=1[CH3:27])[CH:11]=[CH:10]2)[C:4]([OH:3])=[O:19])[CH3:18]. The yield is 0.640. (5) The reactants are [Cl:1][C:2]1[CH:7]=[C:6](I)[C:5]([Cl:9])=[CH:4][N:3]=1.[NH2:10][C:11]1[CH:18]=[C:17]([Cl:19])[CH:16]=[CH:15][C:12]=1[C:13]#[N:14].[O-]P(OP(OP([O-])([O-])=O)([O-])=O)(=O)[O-].[K+].[K+].[K+].[K+].[K+].C1C=CC(P(C2C(OC3C(P(C4C=CC=CC=4)C4C=CC=CC=4)=CC=CC=3)=CC=CC=2)C2C=CC=CC=2)=CC=1. The catalyst is O1CCOCC1.C([O-])(=O)C.[Pd+2].C([O-])(=O)C. The product is [Cl:19][C:17]1[CH:16]=[CH:15][C:12]([C:13]#[N:14])=[C:11]([NH:10][C:6]2[C:5]([Cl:9])=[CH:4][N:3]=[C:2]([Cl:1])[CH:7]=2)[CH:18]=1. The yield is 0.571. (6) The reactants are [I:1][C:2]1[CH:3]=[CH:4][C:5]([N:8]2[CH2:13][CH2:12][NH:11][CH2:10][CH2:9]2)=[N:6][CH:7]=1.C(N(CC)CC)C.[CH3:21][S:22](Cl)(=[O:24])=[O:23]. The catalyst is C(Cl)Cl. The product is [I:1][C:2]1[CH:3]=[CH:4][C:5]([N:8]2[CH2:9][CH2:10][N:11]([S:22]([CH3:21])(=[O:24])=[O:23])[CH2:12][CH2:13]2)=[N:6][CH:7]=1. The yield is 0.830. (7) The reactants are Cl[C:2]1[N:3]=[N:4][C:5]([Cl:10])=[CH:6][C:7]=1[C:8]#[N:9].O.[NH2:12][NH2:13]. The catalyst is CO. The product is [Cl:10][C:5]1[CH:6]=[C:7]2[C:8]([NH2:9])=[N:4][NH:3][C:2]2=[N:12][N:13]=1. The yield is 0.920. (8) The reactants are O=C1C2C(=CC=CC=2)[C:4](=[O:11])[N:3]1[CH:12]1[CH2:25][C:15]2[NH:16][C:17]3[CH:18]=[CH:19][C:20]([C:23]#[N:24])=[CH:21][C:22]=3[C:14]=2[CH2:13]1.C1COCC1.O.NN.C(OC([O:36][C:37]([CH3:40])([CH3:39])[CH3:38])=O)([O:36][C:37]([CH3:40])([CH3:39])[CH3:38])=O. The catalyst is O. The product is [C:37]([O:36][C:4](=[O:11])[NH:3][CH:12]1[CH2:25][C:15]2[NH:16][C:17]3[CH:18]=[CH:19][C:20]([C:23]#[N:24])=[CH:21][C:22]=3[C:14]=2[CH2:13]1)([CH3:40])([CH3:39])[CH3:38]. The yield is 0.916.